This data is from Full USPTO retrosynthesis dataset with 1.9M reactions from patents (1976-2016). The task is: Predict the reactants needed to synthesize the given product. Given the product [CH2:13]([N:20]([O:21][CH2:22][C:23]1[CH:28]=[CH:27][CH:26]=[CH:25][CH:24]=1)[C:8](=[O:9])[CH:7]=[C:5]1[C:4](=[O:11])[O:3][C:2]([CH3:12])([CH3:1])[O:6]1)[C:14]1[CH:15]=[CH:16][CH:17]=[CH:18][CH:19]=1, predict the reactants needed to synthesize it. The reactants are: [CH3:1][C:2]1([CH3:12])[O:6][C:5](=[CH:7][C:8](Cl)=[O:9])[C:4](=[O:11])[O:3]1.[CH2:13]([NH:20][O:21][CH2:22][C:23]1[CH:28]=[CH:27][CH:26]=[CH:25][CH:24]=1)[C:14]1[CH:19]=[CH:18][CH:17]=[CH:16][CH:15]=1.